This data is from Reaction yield outcomes from USPTO patents with 853,638 reactions. The task is: Predict the reaction yield, written as a fraction of the theoretical maximum amount of product (1.0 means a 100% yield; for example, 0.34 means a 34% yield). (1) The reactants are [Cl:1][C:2]1[CH:3]=[CH:4][C:5]([NH:8][C:9]([C:11]2[CH:16]=[C:15]([Cl:17])[CH:14]=[CH:13][C:12]=2[NH:18][C:19]([C:21]2[CH:26]=[CH:25][C:24]([S:27]([CH3:34])(=[N:29][C:30](=[O:33])[CH2:31]Cl)=[O:28])=[CH:23][CH:22]=2)=[O:20])=[O:10])=[N:6][CH:7]=1.[CH3:35][NH:36][CH3:37]. The catalyst is CN(C=O)C.O. The product is [Cl:1][C:2]1[CH:3]=[CH:4][C:5]([NH:8][C:9]([C:11]2[CH:16]=[C:15]([Cl:17])[CH:14]=[CH:13][C:12]=2[NH:18][C:19]([C:21]2[CH:22]=[CH:23][C:24]([S:27]([CH3:34])(=[N:29][C:30](=[O:33])[CH2:31][N:36]([CH3:37])[CH3:35])=[O:28])=[CH:25][CH:26]=2)=[O:20])=[O:10])=[N:6][CH:7]=1. The yield is 0.490. (2) The reactants are [NH2:1][C:2]1[C:3]([O:20][CH3:21])=[CH:4][C:5]([CH:17]([CH3:19])[CH3:18])=[C:6]([CH:16]=1)[O:7][C:8]1[C:9]([NH2:15])=[N:10][C:11]([NH2:14])=[N:12][CH:13]=1.[CH2:22]([N:24]=[C:25]=[O:26])[CH3:23]. The catalyst is C1(C)C=CC=CC=1. The product is [NH2:14][C:11]1[N:10]=[C:9]([NH2:15])[C:8]([O:7][C:6]2[C:5]([CH:17]([CH3:19])[CH3:18])=[CH:4][C:3]([O:20][CH3:21])=[C:2]([NH:1][C:25]([NH:24][CH2:22][CH3:23])=[O:26])[CH:16]=2)=[CH:13][N:12]=1. The yield is 0.830. (3) The reactants are [CH3:1]I.[CH3:3][C:4]1([CH3:11])[NH:8][C:7](=[O:9])[NH:6][C:5]1=[O:10].[OH-].[Na+]. The catalyst is CCO. The product is [CH3:1][N:6]1[C:5](=[O:10])[C:4]([CH3:11])([CH3:3])[NH:8][C:7]1=[O:9]. The yield is 0.870. (4) The reactants are [NH:1]1[C:9]2[C:4](=[CH:5][C:6]([CH:10]([C:15]3[CH:20]=[CH:19][CH:18]=[CH:17][CH:16]=3)[CH2:11][CH2:12][NH:13][CH3:14])=[CH:7][CH:8]=2)[CH:3]=[CH:2]1.[ClH:21]. The catalyst is CCOCC.C1COCC1. The product is [ClH:21].[NH:1]1[C:9]2[C:4](=[CH:5][C:6]([CH:10]([C:15]3[CH:16]=[CH:17][CH:18]=[CH:19][CH:20]=3)[CH2:11][CH2:12][NH:13][CH3:14])=[CH:7][CH:8]=2)[CH:3]=[CH:2]1. The yield is 0.800. (5) The reactants are [N:1]1[C:9]2[C:4](=[N:5][CH:6]=[CH:7][CH:8]=2)[O:3][C:2]=1[C:10]1[CH:19]=[CH:18][C:13]([C:14]([O:16]C)=[O:15])=[CH:12][CH:11]=1.[Li+].[OH-]. The catalyst is CO.C1COCC1. The product is [N:1]1[C:9]2[C:4](=[N:5][CH:6]=[CH:7][CH:8]=2)[O:3][C:2]=1[C:10]1[CH:19]=[CH:18][C:13]([C:14]([OH:16])=[O:15])=[CH:12][CH:11]=1. The yield is 0.630. (6) The reactants are ClC1C(C(=O)N(CCCC)CCCC)=NN(C2C=CC(C(=O)NS(C3C=CC4C(=CC=CC=4)C=3)(=O)=O)=CC=2C(O)=O)C=1C.[Cl:44][C:45]1[C:46]([C:86](=[O:96])[N:87]([CH2:92][CH2:93][CH2:94][CH3:95])[CH2:88][CH2:89][CH2:90][CH3:91])=[N:47][N:48]([C:51]2[CH:61]=[CH:60][C:59]([C:62](=[O:85])[NH:63][S:64]([C:67]3[CH:68]=[C:69]4[C:73](=[CH:74][CH:75]=3)[N:72]([CH2:76][C:77]3[CH:82]=[CH:81][C:80]([Cl:83])=[C:79]([Cl:84])[CH:78]=3)[CH2:71][CH2:70]4)(=[O:66])=[O:65])=[CH:58][C:52]=2[C:53]([O:55]CC)=[O:54])[C:49]=1[CH3:50]. No catalyst specified. The product is [Cl:44][C:45]1[C:46]([C:86](=[O:96])[N:87]([CH2:92][CH2:93][CH2:94][CH3:95])[CH2:88][CH2:89][CH2:90][CH3:91])=[N:47][N:48]([C:51]2[CH:61]=[CH:60][C:59]([C:62](=[O:85])[NH:63][S:64]([C:67]3[CH:68]=[C:69]4[C:73](=[CH:74][CH:75]=3)[N:72]([CH2:76][C:77]3[CH:82]=[CH:81][C:80]([Cl:83])=[C:79]([Cl:84])[CH:78]=3)[CH2:71][CH2:70]4)(=[O:65])=[O:66])=[CH:58][C:52]=2[C:53]([OH:55])=[O:54])[C:49]=1[CH3:50]. The yield is 0.850. (7) The reactants are [Cl-].[Al+3].[Cl-].[Cl-].[C:5](Cl)(=[O:7])[CH3:6].[Br:9][C:10]1[CH:15]=[CH:14][C:13]([OH:16])=[CH:12][CH:11]=1. The catalyst is C(Cl)Cl. The product is [Br:9][C:10]1[CH:15]=[CH:14][C:13]([O:16][C:5](=[O:7])[CH3:6])=[CH:12][CH:11]=1. The yield is 0.850. (8) The reactants are [F:1][CH2:2][CH2:3][NH:4][C:5]([C:7]1[C:11]2=[N:12][CH:13]=[CH:14][CH:15]=[C:10]2[NH:9][CH:8]=1)=[O:6].C(=O)([O-])[O-].[K+].[K+].Br[CH2:23][C:24]1[C:29]([F:30])=[C:28]([F:31])[CH:27]=[CH:26][C:25]=1[O:32][CH3:33]. The catalyst is CN(C=O)C. The product is [F:30][C:29]1[C:28]([F:31])=[CH:27][CH:26]=[C:25]([O:32][CH3:33])[C:24]=1[CH2:23][N:9]1[C:10]2[C:11](=[N:12][CH:13]=[CH:14][CH:15]=2)[C:7]([C:5]([NH:4][CH2:3][CH2:2][F:1])=[O:6])=[CH:8]1. The yield is 0.342.